Predict the reactants needed to synthesize the given product. From a dataset of Full USPTO retrosynthesis dataset with 1.9M reactions from patents (1976-2016). (1) Given the product [Cl:1][C:2]1[CH:7]=[CH:6][C:5]([C:8]2[N:9]([CH2:77][C:78]3[CH:85]=[CH:84][C:81]([C:82]#[N:83])=[CH:80][C:79]=3[F:86])[C:10]3[CH:28]=[CH:27][CH:26]=[CH:25][C:11]=3[N:12]=2)=[C:4]([O:31][CH3:32])[CH:3]=1, predict the reactants needed to synthesize it. The reactants are: [Cl:1][C:2]1[CH:7]=[CH:6][C:5]([C:8]2[N:12](CC3C=CC(CCC(O)=O)=CC=3)[C:11]3[CH:25]=[C:26](F)[C:27](F)=[CH:28][C:10]=3[N:9]=2)=[C:4]([O:31][CH2:32]C2CCCC2)[CH:3]=1.C1(CN2C3C=C(F)C(F)=CC=3N=C2C2C=CC=CC=2OCC2C=CC(C3NN=NN=3)=CC=2F)CCCCC1.Br[CH2:77][C:78]1[CH:85]=[CH:84][C:81]([C:82]#[N:83])=[CH:80][C:79]=1[F:86]. (2) Given the product [CH2:1]([O:8][NH:9][C@H:10]1[CH2:15][N:14]([C:16]([O:18][C:19]([CH3:21])([CH3:22])[CH3:20])=[O:17])[C@H:13]([C:23]([O:25][C:27]2[CH:35]=[CH:34][C:30]([C:31](=[O:32])[NH2:33])=[CH:29][CH:28]=2)=[O:24])[CH2:12][CH2:11]1)[C:2]1[CH:3]=[CH:4][CH:5]=[CH:6][CH:7]=1, predict the reactants needed to synthesize it. The reactants are: [CH2:1]([O:8][NH:9][C@H:10]1[CH2:15][N:14]([C:16]([O:18][C:19]([CH3:22])([CH3:21])[CH3:20])=[O:17])[C@H:13]([C:23]([OH:25])=[O:24])[CH2:12][CH2:11]1)[C:2]1[CH:7]=[CH:6][CH:5]=[CH:4][CH:3]=1.O[C:27]1[CH:35]=[CH:34][C:30]([C:31]([NH2:33])=[O:32])=[CH:29][CH:28]=1.Cl.C(N=C=NCCCN(C)C)C. (3) Given the product [CH:16]1([C:19]2[N:20]=[CH:21][N:22]([C:2]3[CH:3]=[CH:4][C:5]([O:14][CH3:15])=[C:6]([CH:13]=3)[C:7]([O:9][CH:10]([CH3:12])[CH3:11])=[O:8])[CH:23]=2)[CH2:18][CH2:17]1, predict the reactants needed to synthesize it. The reactants are: I[C:2]1[CH:3]=[CH:4][C:5]([O:14][CH3:15])=[C:6]([CH:13]=1)[C:7]([O:9][CH:10]([CH3:12])[CH3:11])=[O:8].[CH:16]1([C:19]2[N:20]=[CH:21][NH:22][CH:23]=2)[CH2:18][CH2:17]1.OC1C=CC=C2C=1N=CC=C2.C(=O)([O-])[O-].[Cs+].[Cs+]. (4) The reactants are: [CH3:1][O:2][C:3]1[CH:4]=[C:5]2[C:10](=[CH:11][CH:12]=1)[CH:9]=[C:8]([C@H:13]([CH3:17])[C:14]([OH:16])=[O:15])[CH:7]=[CH:6]2.[OH:18][CH2:19][CH2:20][N:21]([CH2:32][CH2:33]O)[S:22]([C:25]1[CH:30]=[CH:29][C:28]([CH3:31])=[CH:27][CH:26]=1)(=[O:24])=[O:23].Cl.CN(C)CCCN=C=NCC. Given the product [CH3:1][O:2][C:3]1[CH:4]=[C:5]2[C:10](=[CH:11][CH:12]=1)[CH:9]=[C:8]([C@H:13]([CH3:17])[C:14]([O:16][CH2:33][CH2:32][N:21]([CH2:20][CH2:19][OH:18])[S:22]([C:25]1[CH:30]=[CH:29][C:28]([CH3:31])=[CH:27][CH:26]=1)(=[O:24])=[O:23])=[O:15])[CH:7]=[CH:6]2, predict the reactants needed to synthesize it. (5) Given the product [NH2:18][C:17]([C:20]1[CH:25]=[C:24]([C:2]2[CH:3]=[C:4]3[C:8](=[CH:9][CH:10]=2)[NH:7][C:6]2[C:11]([CH2:15][CH3:16])=[N:12][CH:13]=[CH:14][C:5]3=2)[CH:23]=[CH:22][CH:21]=1)=[O:19], predict the reactants needed to synthesize it. The reactants are: Br[C:2]1[CH:3]=[C:4]2[C:8](=[CH:9][CH:10]=1)[NH:7][C:6]1[C:11]([CH2:15][CH3:16])=[N:12][CH:13]=[CH:14][C:5]2=1.[C:17]([C:20]1[CH:21]=[C:22](B(O)O)[CH:23]=[CH:24][CH:25]=1)(=[O:19])[NH2:18].C(=O)([O-])[O-].[K+].[K+]. (6) Given the product [Cl:2][C:3]1[CH:4]=[C:5]([C:13]2[O:17][N:16]=[C:15]([C:18]3[C:19]([CH3:28])=[C:20]4[C:25](=[CH:26][CH:27]=3)[CH2:24][N:23]([CH2:36][C:37]([O:39][CH3:40])=[O:38])[CH2:22][CH2:21]4)[N:14]=2)[CH:6]=[CH:7][C:8]=1[O:9][CH:10]([CH3:12])[CH3:11], predict the reactants needed to synthesize it. The reactants are: Cl.[Cl:2][C:3]1[CH:4]=[C:5]([C:13]2[O:17][N:16]=[C:15]([C:18]3[C:19]([CH3:28])=[C:20]4[C:25](=[CH:26][CH:27]=3)[CH2:24][NH:23][CH2:22][CH2:21]4)[N:14]=2)[CH:6]=[CH:7][C:8]=1[O:9][CH:10]([CH3:12])[CH3:11].C(=O)([O-])[O-].[K+].[K+].Br[CH2:36][C:37]([O:39][CH3:40])=[O:38]. (7) Given the product [CH2:13]([C:17]1[N:18]=[C:19]([CH3:50])[N:20]([C:39]2[CH:40]=[CH:41][C:42]3[O:46][C:45]([CH3:48])([CH3:47])[CH2:44][C:43]=3[CH:49]=2)[C:21](=[O:38])[C:22]=1[CH2:23][C:24]1[CH:25]=[CH:26][C:27]([C:30]2[CH:35]=[CH:34][CH:33]=[CH:32][C:31]=2[C:36]2[NH:3][C:4](=[O:7])[O:5][N:37]=2)=[CH:28][CH:29]=1)[CH2:14][CH2:15][CH3:16], predict the reactants needed to synthesize it. The reactants are: [Cl-].O[NH3+:3].[C:4](=[O:7])([O-])[OH:5].[Na+].CS(C)=O.[CH2:13]([C:17]1[N:18]=[C:19]([CH3:50])[N:20]([C:39]2[CH:40]=[CH:41][C:42]3[O:46][C:45]([CH3:48])([CH3:47])[CH2:44][C:43]=3[CH:49]=2)[C:21](=[O:38])[C:22]=1[CH2:23][C:24]1[CH:29]=[CH:28][C:27]([C:30]2[C:31]([C:36]#[N:37])=[CH:32][CH:33]=[CH:34][CH:35]=2)=[CH:26][CH:25]=1)[CH2:14][CH2:15][CH3:16]. (8) Given the product [CH2:17]([O:16][C:14]([C:13]1[CH:12]=[N:8][N:7]([CH:2]2[CH2:6][CH2:5][CH2:4][CH2:3]2)[C:19]=1[NH2:20])=[O:15])[CH3:18], predict the reactants needed to synthesize it. The reactants are: Cl.[CH:2]1([NH:7][NH2:8])[CH2:6][CH2:5][CH2:4][CH2:3]1.C(O[CH:12]=[C:13]([C:19]#[N:20])[C:14]([O:16][CH2:17][CH3:18])=[O:15])C.C([O-])(=O)C.[Na+]. (9) Given the product [CH:17]1([NH:16][C:14](=[O:15])[C:13]2[CH:20]=[CH:21][C:22]([CH3:23])=[C:11]([C:9]3[S:8][C:7]4=[C:2]([C:27]5[CH:28]=[CH:29][CH:30]=[C:25]([F:24])[C:26]=5[O:34][CH3:35])[N:3]=[N:4][CH:5]=[C:6]4[CH:10]=3)[CH:12]=2)[CH2:19][CH2:18]1, predict the reactants needed to synthesize it. The reactants are: Cl[C:2]1[N:3]=[N:4][CH:5]=[C:6]2[CH:10]=[C:9]([C:11]3[CH:12]=[C:13]([CH:20]=[CH:21][C:22]=3[CH3:23])[C:14]([NH:16][CH:17]3[CH2:19][CH2:18]3)=[O:15])[S:8][C:7]=12.[F:24][C:25]1[C:26]([O:34][CH3:35])=[C:27](B(O)O)[CH:28]=[CH:29][CH:30]=1.C(=O)([O-])[O-].[Na+].[Na+].C(O)C. (10) The reactants are: [Si](OCC1N=C(C#N)C(C(F)(F)F)=CC=1)(C(C)(C)C)(C)C.[Si]([O:29][CH2:30][C:31]1[N:36]=[C:35]([C:37]#[N:38])[C:34]([O:39][CH3:40])=[CH:33][CH:32]=1)(C(C)(C)C)(C)C. Given the product [OH:29][CH2:30][C:31]1[N:36]=[C:35]([C:37]#[N:38])[C:34]([O:39][CH3:40])=[CH:33][CH:32]=1, predict the reactants needed to synthesize it.